Dataset: Full USPTO retrosynthesis dataset with 1.9M reactions from patents (1976-2016). Task: Predict the reactants needed to synthesize the given product. (1) Given the product [Br:1][C:2]1[CH:3]=[C:4]2[C:9](=[CH:10][CH:11]=1)[N:8]=[C:7]([NH:16][CH:17]([C:18]([OH:20])=[O:19])[CH2:21][C:22]1[CH:23]=[CH:24][C:25]([O:28][C:29]3[CH:34]=[CH:33][C:32]([Br:35])=[CH:31][N:30]=3)=[CH:26][CH:27]=1)[C:6]([C:13]([OH:15])=[O:14])=[CH:5]2, predict the reactants needed to synthesize it. The reactants are: [Br:1][C:2]1[CH:3]=[C:4]2[C:9](=[CH:10][CH:11]=1)[N:8]=[C:7](Cl)[C:6]([C:13]([OH:15])=[O:14])=[CH:5]2.[NH2:16][CH:17]([CH2:21][C:22]1[CH:27]=[CH:26][C:25]([O:28][C:29]2[CH:34]=[CH:33][C:32]([Br:35])=[CH:31][N:30]=2)=[CH:24][CH:23]=1)[C:18]([OH:20])=[O:19]. (2) Given the product [CH2:12]([O:1][C:2]1[CH:9]=[CH:8][C:5]([CH:6]=[O:7])=[CH:4][C:3]=1[O:10][CH3:11])[CH3:13], predict the reactants needed to synthesize it. The reactants are: [OH:1][C:2]1[CH:9]=[CH:8][C:5]([CH:6]=[O:7])=[CH:4][C:3]=1[O:10][CH3:11].[CH:12](O)(C)[CH3:13].[OH-].[Na+].C(Br)C. (3) Given the product [C:22]([O:9][CH2:8][CH2:7][O:6][C:5]1[CH:10]=[CH:11][C:12]([N+:13]([O-:15])=[O:14])=[C:3]([O:2][CH3:1])[CH:4]=1)(=[O:24])[CH3:23], predict the reactants needed to synthesize it. The reactants are: [CH3:1][O:2][C:3]1[CH:4]=[C:5]([CH:10]=[CH:11][C:12]=1[N+:13]([O-:15])=[O:14])[O:6][CH2:7][CH2:8][OH:9].N1C=CC=CC=1.[C:22](Cl)(=[O:24])[CH3:23]. (4) Given the product [Cl:1][C:2]1[CH:3]=[CH:4][C:5]([N:8]2[CH2:13][CH2:12][N:11]([C:25](=[O:26])[C@H:24]([NH:23][C:21](=[O:22])[O:20][C:16]([CH3:19])([CH3:18])[CH3:17])[CH:28]([CH3:30])[CH3:29])[CH2:10][C:9]2([CH3:15])[CH3:14])=[CH:6][CH:7]=1, predict the reactants needed to synthesize it. The reactants are: [Cl:1][C:2]1[CH:7]=[CH:6][C:5]([N:8]2[CH2:13][CH2:12][NH:11][CH2:10][C:9]2([CH3:15])[CH3:14])=[CH:4][CH:3]=1.[C:16]([O:20][C:21]([NH:23][C@H:24]([CH:28]([CH3:30])[CH3:29])[C:25](O)=[O:26])=[O:22])([CH3:19])([CH3:18])[CH3:17].F[P-](F)(F)(F)(F)F.N1(O[P+](N(C)C)(N(C)C)N(C)C)C2C=CC=CC=2N=N1.CCN(C(C)C)C(C)C. (5) Given the product [C:15]1([N:14]([C:21]2[CH:22]=[CH:48][CH:47]=[CH:46][CH:51]=2)[C:11]2[CH:12]=[CH:13][C:8]([C:5]3[CH:6]=[CH:7][C:2]([NH:30][C:24]4[CH:29]=[CH:28][CH:27]=[CH:26][CH:25]=4)=[CH:3][CH:4]=3)=[CH:9][CH:10]=2)[CH:20]=[CH:19][CH:18]=[CH:17][CH:16]=1, predict the reactants needed to synthesize it. The reactants are: I[C:2]1[CH:7]=[CH:6][C:5]([C:8]2[CH:13]=[CH:12][C:11]([N:14]([C:21](=O)[CH3:22])[C:15]3[CH:20]=[CH:19][CH:18]=[CH:17][CH:16]=3)=[CH:10][CH:9]=2)=[CH:4][CH:3]=1.[C:24]1([NH:30]C2C=CC=CC=2)[CH:29]=[CH:28][CH:27]=[CH:26][CH:25]=1.C(=O)([O-])[O-].[K+].[K+].[N+]([C:46]1[CH:51]=CC=[CH:48][CH:47]=1)([O-])=O.[OH-].[K+].